This data is from Catalyst prediction with 721,799 reactions and 888 catalyst types from USPTO. The task is: Predict which catalyst facilitates the given reaction. (1) Reactant: C(OC([N:8]1[CH2:17][CH2:16][C:15]2[C:10](=[CH:11][CH:12]=[C:13]([C:18]([N:20]3[CH2:26][CH2:25][CH2:24][N:23]([CH:27]([CH3:29])[CH3:28])[CH2:22][CH2:21]3)=[O:19])[CH:14]=2)[CH2:9]1)=O)(C)(C)C.C(O)(C(F)(F)F)=O. Product: [CH:27]([N:23]1[CH2:24][CH2:25][CH2:26][N:20]([C:18]([C:13]2[CH:14]=[C:15]3[C:10](=[CH:11][CH:12]=2)[CH2:9][NH:8][CH2:17][CH2:16]3)=[O:19])[CH2:21][CH2:22]1)([CH3:29])[CH3:28]. The catalyst class is: 2. (2) Reactant: [C:1]1(=O)O[C:4](=O)[CH:3]=[CH:2]1.C1CC=CC=1.[CH2:13]1[CH:17]2C(C(O)=O)[CH:19](C(O)=O)[CH:14]1[CH:15]=[CH:16]2. Product: [CH2:1]1[CH:19]2[C@@H:14]3[CH:13]=[CH:17][C@H:16]([CH:4]2[CH:3]=[CH:2]1)[CH2:15]3. The catalyst class is: 6. (3) Reactant: C1C=CC(P(C2C=CC=CC=2)C2C=CC=CC=2)=CC=1.[Cl:20][C:21]1[CH:22]=[CH:23][C:24]([OH:27])=[N:25][CH:26]=1.C1C=CC(COC(/N=N/C(OCC2C=CC=CC=2)=O)=O)=CC=1.[CH2:50]([N:57]1[CH2:61][C@H:60]([C:62]2[CH:67]=[CH:66][C:65]([Cl:68])=[C:64]([F:69])[CH:63]=2)[C@@H:59]([C@H:70](O)[CH3:71])[CH2:58]1)[C:51]1[CH:56]=[CH:55][CH:54]=[CH:53][CH:52]=1. Product: [CH2:50]([N:57]1[CH2:61][C@H:60]([C:62]2[CH:67]=[CH:66][C:65]([Cl:68])=[C:64]([F:69])[CH:63]=2)[C@@H:59]([C@@H:70]([O:27][C:24]2[CH:23]=[CH:22][C:21]([Cl:20])=[CH:26][N:25]=2)[CH3:71])[CH2:58]1)[C:51]1[CH:52]=[CH:53][CH:54]=[CH:55][CH:56]=1. The catalyst class is: 1. (4) Reactant: [Cl:1][C:2]1[C:3]2[CH:29]=[CH:28][CH:27]=[CH:26][C:4]=2[S:5][C:6]=1[C:7]([NH:9][C:10]1[CH:15]=[CH:14][C:13]([C:16](=[O:25])[C:17]2[CH:22]=[CH:21][C:20]([O:23]C)=[CH:19][CH:18]=2)=[CH:12][CH:11]=1)=[O:8].B(Br)(Br)Br. Product: [Cl:1][C:2]1[C:3]2[CH:29]=[CH:28][CH:27]=[CH:26][C:4]=2[S:5][C:6]=1[C:7]([NH:9][C:10]1[CH:15]=[CH:14][C:13]([C:16](=[O:25])[C:17]2[CH:22]=[CH:21][C:20]([OH:23])=[CH:19][CH:18]=2)=[CH:12][CH:11]=1)=[O:8]. The catalyst class is: 2. (5) Product: [F:28][C:27]1[C:26]([O:29][CH3:30])=[CH:25][C:24]([O:31][CH3:32])=[C:23]([F:33])[C:22]=1[N:17]1[CH2:18][C:19]2[CH:20]=[N:21][C:12]([NH:8][CH2:7][C:6]3[CH:9]=[CH:10][C:3]([O:2][CH3:1])=[CH:4][CH:5]=3)=[CH:13][C:14]=2[N:15]([CH3:35])[C:16]1=[O:34]. Reactant: [CH3:1][O:2][C:3]1[CH:10]=[CH:9][C:6]([CH2:7][NH2:8])=[CH:5][CH:4]=1.Cl[C:12]1[N:21]=[CH:20][C:19]2[CH2:18][N:17]([C:22]3[C:27]([F:28])=[C:26]([O:29][CH3:30])[CH:25]=[C:24]([O:31][CH3:32])[C:23]=3[F:33])[C:16](=[O:34])[N:15]([CH3:35])[C:14]=2[CH:13]=1.C1C=CC(P(C2C=CC3C(=CC=CC=3)C=2C2C3C(=CC=CC=3)C=CC=2P(C2C=CC=CC=2)C2C=CC=CC=2)C2C=CC=CC=2)=CC=1.C(=O)([O-])[O-].[Cs+].[Cs+].O1CCOCC1. The catalyst class is: 167.